This data is from Full USPTO retrosynthesis dataset with 1.9M reactions from patents (1976-2016). The task is: Predict the reactants needed to synthesize the given product. (1) Given the product [CH2:35]([N:3]([CH2:1][CH3:2])[CH2:4][CH2:5][CH2:6][C:7]1[CH:12]=[C:11]([F:13])[CH:10]=[CH:9][C:8]=1[S:14]([NH:17][C:18]1[C:27]([C:28]([OH:30])=[O:29])=[C:26]2[C:21]([C:22]3[CH:34]=[CH:33][O:32][C:23]=3[CH2:24][O:25]2)=[CH:20][CH:19]=1)(=[O:16])=[O:15])[CH3:36], predict the reactants needed to synthesize it. The reactants are: [CH2:1]([N:3]([CH2:35][CH3:36])[CH2:4][CH2:5][CH2:6][C:7]1[CH:12]=[C:11]([F:13])[CH:10]=[CH:9][C:8]=1[S:14]([NH:17][C:18]1[C:27]([C:28]([O:30]C)=[O:29])=[C:26]2[C:21]([C:22]3[CH:34]=[CH:33][O:32][C:23]=3[CH2:24][O:25]2)=[CH:20][CH:19]=1)(=[O:16])=[O:15])[CH3:2].[OH-].[Li+].C(O)=O. (2) Given the product [CH3:9][O:8][S:6]([O-:10])=[O:7].[CH3:1][N+:2]([CH3:9])([CH3:3])[CH2:4][CH3:5].[CH3:1][S:6]([O-:10])(=[O:8])=[O:7].[CH3:1][N+:2]([CH3:9])([CH3:3])[CH2:4][CH3:5], predict the reactants needed to synthesize it. The reactants are: [CH3:1][N:2]([CH2:4][CH3:5])[CH3:3].[S:6]([O:10]C)([O:8][CH3:9])=[O:7]. (3) Given the product [CH:10]1[N:11]([C@@H:14]2[O:28][C@H:27]([CH2:29][OH:30])[C@@H:16]([OH:17])[CH2:15]2)[C:12]2[C:8](=[C:7]([NH2:40])[N:6]=[C:5]([Cl:4])[N:13]=2)[N:9]=1, predict the reactants needed to synthesize it. The reactants are: C[O-].[Na+].[Cl:4][C:5]1[N:13]=[C:12]2[C:8]([N:9]=[CH:10][N:11]2[C@@H:14]2[O:28][C@H:27]([CH2:29][O:30]C(=O)C3C=CC(Cl)=CC=3)[C@@H:16]([O:17]C(=O)C3C=CC(Cl)=CC=3)[CH2:15]2)=[C:7]([NH:40][Si](C)(C)C)[N:6]=1. (4) Given the product [C:20]([O:19][C:17]([NH:16][C@@H:12]([CH:13]([CH3:15])[CH3:14])[C:11]([N:9]1[CH2:8][CH2:7][N:6]([C:25]2[CH:26]=[CH:27][C:28]([Cl:31])=[CH:29][CH:30]=2)[C@@H:5]([C:3]([OH:4])=[O:2])[CH2:10]1)=[O:24])=[O:18])([CH3:23])([CH3:22])[CH3:21], predict the reactants needed to synthesize it. The reactants are: C[O:2][C:3]([C@H:5]1[CH2:10][N:9]([C:11](=[O:24])[C@@H:12]([NH:16][C:17]([O:19][C:20]([CH3:23])([CH3:22])[CH3:21])=[O:18])[CH:13]([CH3:15])[CH3:14])[CH2:8][CH2:7][N:6]1[C:25]1[CH:30]=[CH:29][C:28]([Cl:31])=[CH:27][CH:26]=1)=[O:4].[Li+].[OH-].O.Cl. (5) Given the product [CH3:10][C:8]1[N:9]=[C:5]([NH:4][C:1](=[O:3])[CH3:2])[S:6][C:7]=1[C:11]1[S:15][C:14]([S:16]([N:20]2[CH2:25][CH2:24][O:23][CH2:22][CH2:21]2)(=[O:18])=[O:17])=[CH:13][CH:12]=1, predict the reactants needed to synthesize it. The reactants are: [C:1]([NH:4][C:5]1[S:6][C:7]([C:11]2[S:15][C:14]([S:16](Cl)(=[O:18])=[O:17])=[CH:13][CH:12]=2)=[C:8]([CH3:10])[N:9]=1)(=[O:3])[CH3:2].[NH:20]1[CH2:25][CH2:24][O:23][CH2:22][CH2:21]1.CCN(C(C)C)C(C)C. (6) Given the product [CH3:28][C:25]1[CH:26]=[CH:27][C:22]([S:19]([N:5]([C@H:6]([C:16]([OH:18])=[O:17])[CH2:7][CH2:8][CH2:9][CH2:10][NH:11][C:12]([CH2:13][NH:38][C:39]2[CH:44]=[CH:43][N:42]=[CH:41][CH:40]=2)=[O:15])[CH2:1][CH:2]([CH3:4])[CH3:3])(=[O:21])=[O:20])=[CH:23][CH:24]=1, predict the reactants needed to synthesize it. The reactants are: [CH2:1]([N:5]([S:19]([C:22]1[CH:27]=[CH:26][C:25]([CH3:28])=[CH:24][CH:23]=1)(=[O:21])=[O:20])[C@H:6]([C:16]([OH:18])=[O:17])[CH2:7][CH2:8][CH2:9][CH2:10][NH:11][C:12](=[O:15])[CH2:13]I)[CH:2]([CH3:4])[CH3:3].CCN(C(C)C)C(C)C.[NH2:38][C:39]1[CH:44]=[CH:43][N:42]=[CH:41][CH:40]=1. (7) Given the product [CH2:18]([O:11][C:10](=[O:12])[CH2:9][C:4]1[CH:5]=[CH:6][C:7]([OH:8])=[C:2]([Br:1])[CH:3]=1)[CH3:19], predict the reactants needed to synthesize it. The reactants are: [Br:1][C:2]1[CH:3]=[C:4]([CH2:9][C:10]([OH:12])=[O:11])[CH:5]=[CH:6][C:7]=1[OH:8].S(=O)(=O)(O)O.[CH3:18][CH2:19]O.